Task: Predict the product of the given reaction.. Dataset: Forward reaction prediction with 1.9M reactions from USPTO patents (1976-2016) (1) Given the reactants [O:1]1[CH2:5][CH2:4][O:3][CH:2]1[C:6]1[S:10][C:9]([CH3:11])=[C:8]([C@@H:12]([C:14]2[CH:19]=[CH:18][CH:17]=[CH:16][C:15]=2[CH2:20][CH2:21]I)[OH:13])[CH:7]=1, predict the reaction product. The product is: [O:1]1[CH2:5][CH2:4][O:3][CH:2]1[C:6]1[S:10][C:9]([CH3:11])=[C:8]([C@H:12]2[C:14]3[C:15](=[CH:16][CH:17]=[CH:18][CH:19]=3)[CH2:20][CH2:21][O:13]2)[CH:7]=1. (2) Given the reactants [CH2:1]([Li])[CH2:2][CH2:3][CH3:4].Br[C:7]1[CH:19]=[CH:18][C:17]2[C:16]3[C:11](=[CH:12][CH:13]=[CH:14][CH:15]=3)[C:10]3([C:31]4[CH:30]=[CH:29][CH:28]=[CH:27][C:26]=4[C:25]4[C:20]3=[CH:21][CH:22]=[CH:23][CH:24]=4)[C:9]=2[CH:8]=1.[S:32](Cl)(Cl)=[O:33].O, predict the reaction product. The product is: [CH:1]1[C:31]2[C:10]3([C:9]4[CH:8]=[CH:7][CH:19]=[CH:18][C:17]=4[C:16]4[C:11]3=[CH:12][CH:13]=[CH:14][CH:15]=4)[C:20]3[C:25](=[CH:24][CH:23]=[CH:22][CH:21]=3)[C:26]=2[CH:4]=[CH:3][C:2]=1[S:32]([C:7]1[CH:8]=[CH:9][C:17]2[C:16]3[C:11](=[CH:12][CH:13]=[CH:14][CH:15]=3)[C:10]3([C:31]4[CH:30]=[CH:29][CH:28]=[CH:27][C:26]=4[C:25]4[C:20]3=[CH:21][CH:22]=[CH:23][CH:24]=4)[C:18]=2[CH:19]=1)=[O:33]. (3) Given the reactants [CH3:1][C:2]1[O:8][CH:7]=[C:6]([OH:9])[C:4](=[O:5])[CH:3]=1.C(N(CC)CC)C.[O:17]1[CH:21]=[CH:20][CH:19]=[C:18]1[C:22](Cl)=[O:23], predict the reaction product. The product is: [O:17]1[CH:21]=[CH:20][CH:19]=[C:18]1[C:22]([O:9][C:6]1[C:4](=[O:5])[CH:3]=[C:2]([CH3:1])[O:8][CH:7]=1)=[O:23]. (4) Given the reactants [OH:1][CH2:2][CH:3]1[CH:8]([NH:9][C:10](=[O:16])[O:11][C:12]([CH3:15])([CH3:14])[CH3:13])[CH2:7][CH2:6][O:5][CH2:4]1.[F:17][C:18]1[CH:23]=[C:22]([N:24]2[CH:28]=[C:27]([CH3:29])[CH:26]=[N:25]2)[CH:21]=[CH:20][C:19]=1O.C1CCN(C(N=NC(N2CCCCC2)=O)=O)CC1.P(CCCC)(CCCC)CCCC, predict the reaction product. The product is: [F:17][C:18]1[CH:23]=[C:22]([N:24]2[CH:28]=[C:27]([CH3:29])[CH:26]=[N:25]2)[CH:21]=[CH:20][C:19]=1[O:1][CH2:2][CH:3]1[CH:8]([NH:9][C:10](=[O:16])[O:11][C:12]([CH3:13])([CH3:15])[CH3:14])[CH2:7][CH2:6][O:5][CH2:4]1.